From a dataset of Forward reaction prediction with 1.9M reactions from USPTO patents (1976-2016). Predict the product of the given reaction. (1) Given the reactants Br[C:2]1[CH:3]=[C:4]2[N:10]=[CH:9][N:8]([CH3:11])[C:5]2=[N:6][CH:7]=1.[C:12](=[NH:25])([C:19]1[CH:24]=[CH:23][CH:22]=[CH:21][CH:20]=1)[C:13]1[CH:18]=[CH:17][CH:16]=[CH:15][CH:14]=1.CC(C)([O-])C.[Na+], predict the reaction product. The product is: [C:12](=[N:25][C:2]1[CH:3]=[C:4]2[N:10]=[CH:9][N:8]([CH3:11])[C:5]2=[N:6][CH:7]=1)([C:19]1[CH:20]=[CH:21][CH:22]=[CH:23][CH:24]=1)[C:13]1[CH:18]=[CH:17][CH:16]=[CH:15][CH:14]=1. (2) Given the reactants [H-].[Na+].[C:3]([O:7][C:8]([N:10]1[CH2:15][CH2:14][N:13]([C:16]2[CH:17]=[C:18]3[C:22](=[CH:23][CH:24]=2)[NH:21][CH:20]=[CH:19]3)[CH2:12][CH2:11]1)=[O:9])([CH3:6])([CH3:5])[CH3:4].[C:25]1([S:31][S:31][C:25]2[CH:30]=[CH:29][CH:28]=[CH:27][CH:26]=2)[CH:30]=[CH:29][CH:28]=[CH:27][CH:26]=1.O, predict the reaction product. The product is: [C:3]([O:7][C:8]([N:10]1[CH2:15][CH2:14][N:13]([C:16]2[CH:17]=[C:18]3[C:22](=[CH:23][CH:24]=2)[NH:21][CH:20]=[C:19]3[S:31][C:25]2[CH:30]=[CH:29][CH:28]=[CH:27][CH:26]=2)[CH2:12][CH2:11]1)=[O:9])([CH3:6])([CH3:4])[CH3:5]. (3) Given the reactants [N:1]1C(Cl)=NC(Cl)=NC=1Cl.C[CH2:11][N:12]([CH:16]([CH3:18])[CH3:17])[CH:13]([CH3:15])C.Cl[C:20]1[N:25]=[C:24](Cl)[N:23]=[C:22]([NH:27][C:28]2[CH:33]=[CH:32][C:31]([O:34][CH3:35])=[C:30]([F:36])[CH:29]=2)[N:21]=1.N[CH2:38][CH:39]1[CH2:43][CH2:42][CH2:41][N:40]1CC.[O:46]1[CH2:51]COCC1, predict the reaction product. The product is: [CH2:39]([N:40]1[CH2:41][CH2:42][CH2:43][CH:20]1[NH:25][C:24]1[N:23]=[C:22]([NH:27][C:28]2[CH:33]=[CH:32][C:31]([O:34][CH3:35])=[C:30]([F:36])[CH:29]=2)[N:21]=[C:11]([N:12]2[CH2:13][CH2:15][CH2:18][C@H:16]2[CH2:17][O:46][CH3:51])[N:1]=1)[CH3:38].